This data is from Reaction yield outcomes from USPTO patents with 853,638 reactions. The task is: Predict the reaction yield, written as a fraction of the theoretical maximum amount of product (1.0 means a 100% yield; for example, 0.34 means a 34% yield). (1) The reactants are [Cl:1][C:2]1[CH:7]=[C:6]([Cl:8])[CH:5]=[CH:4][C:3]=1[NH:9][C:10]1[N:14]([CH2:15][CH2:16][CH2:17]O)[C:13]2[C:19]([N:23]([CH2:26][CH3:27])[CH2:24][CH3:25])=[CH:20][CH:21]=[CH:22][C:12]=2[N:11]=1.CS(Cl)(=O)=O. The catalyst is N1C=CC=CC=1.C(=O)([O-])O.[Na+]. The product is [Cl:1][C:2]1[CH:7]=[C:6]([Cl:8])[CH:5]=[CH:4][C:3]=1[N:9]1[C:10]2=[N:11][C:12]3[C:13](=[C:19]([N:23]([CH2:26][CH3:27])[CH2:24][CH3:25])[CH:20]=[CH:21][CH:22]=3)[N:14]2[CH2:15][CH2:16][CH2:17]1. The yield is 0.860. (2) The product is [CH2:1]([N:8]([CH2:28][C:29]1[CH:34]=[CH:33][C:32]([O:35][CH3:36])=[CH:31][CH:30]=1)[S:9]([C:12]1[CH:27]=[CH:26][C:15]([C:16]([OH:18])=[O:17])=[CH:14][CH:13]=1)(=[O:11])=[O:10])[C:2]1[CH:7]=[CH:6][CH:5]=[CH:4][CH:3]=1. The reactants are [CH2:1]([N:8]([CH2:28][C:29]1[CH:34]=[CH:33][C:32]([O:35][CH3:36])=[CH:31][CH:30]=1)[S:9]([C:12]1[CH:27]=[CH:26][C:15]([C:16]([O:18]CC2C=CC=CC=2)=[O:17])=[CH:14][CH:13]=1)(=[O:11])=[O:10])[C:2]1[CH:7]=[CH:6][CH:5]=[CH:4][CH:3]=1.[OH-].[Na+].Cl. The yield is 0.420. The catalyst is C1COCC1.CO. (3) The reactants are [Cl:1][C:2]1[C:7]([C:8]([F:11])([F:10])[F:9])=[CH:6][CH:5]=[CH:4][C:3]=1[C:12]([N:14]1[CH2:19][CH2:18][C:17]2[CH:20]=[N:21][NH:22][C:16]=2[CH2:15]1)=[O:13].[I:23]N1C(=O)CCC1=O. The catalyst is CN(C=O)C. The product is [Cl:1][C:2]1[C:7]([C:8]([F:9])([F:11])[F:10])=[CH:6][CH:5]=[CH:4][C:3]=1[C:12]([N:14]1[CH2:19][CH2:18][C:17]2[C:20]([I:23])=[N:21][NH:22][C:16]=2[CH2:15]1)=[O:13]. The yield is 0.550. (4) The reactants are [Cl:1][C:2]1[N:10]=[C:9]2[C:5]([N:6]=[C:7]([CH2:13]O)[N:8]2[CH2:11][CH3:12])=[C:4]([N:15]2[CH2:20][CH2:19][O:18][CH2:17][CH2:16]2)[N:3]=1.C(Br)(Br)(Br)[Br:22].C1(P(C2C=CC=CC=2)C2C=CC=CC=2)C=CC=CC=1. The catalyst is C(Cl)Cl. The product is [Br:22][CH2:13][C:7]1[N:8]([CH2:11][CH3:12])[C:9]2[C:5]([N:6]=1)=[C:4]([N:15]1[CH2:20][CH2:19][O:18][CH2:17][CH2:16]1)[N:3]=[C:2]([Cl:1])[N:10]=2. The yield is 0.860. (5) The reactants are II.Br[CH2:4][CH:5]1[CH2:7][CH2:6]1.[CH:8]1([CH2:14][N:15]2[C:19]([C:20]3[CH:25]=[C:24]([C:26]([CH3:29])([CH3:28])[CH3:27])[CH:23]=[C:22]([C:30]([CH3:33])([CH3:32])[CH3:31])[CH:21]=3)=[CH:18][C:17]([C:34](N(OC)C)=[O:35])=[C:16]2[CH3:40])[CH2:13][CH2:12][CH2:11][CH2:10][CH2:9]1. The catalyst is C1COCC1. The product is [CH:8]1([CH2:14][N:15]2[C:19]([C:20]3[CH:25]=[C:24]([C:26]([CH3:28])([CH3:27])[CH3:29])[CH:23]=[C:22]([C:30]([CH3:32])([CH3:33])[CH3:31])[CH:21]=3)=[CH:18][C:17]([C:34](=[O:35])[CH2:7][CH2:6][CH:5]=[CH2:4])=[C:16]2[CH3:40])[CH2:9][CH2:10][CH2:11][CH2:12][CH2:13]1. The yield is 0.780. (6) The reactants are [N-:1]=[N+:2]=[N-:3].[Na+].[Cl:5][C:6]1[CH:11]=[CH:10][C:9]([C:12]2([C:15]3[CH:20]=[CH:19][C:18]([I:21])=[CH:17][CH:16]=3)[CH2:14][O:13]2)=[CH:8][CH:7]=1. The catalyst is CC(C)=O.O. The product is [N:1]([CH2:14][C:12]([C:9]1[CH:10]=[CH:11][C:6]([Cl:5])=[CH:7][CH:8]=1)([C:15]1[CH:16]=[CH:17][C:18]([I:21])=[CH:19][CH:20]=1)[OH:13])=[N+:2]=[N-:3]. The yield is 1.00. (7) The reactants are Cl[CH2:2][C:3]1[N:7]([CH2:8][C:9]([O:11]CC)=O)[N:6]=[C:5]([N+:14]([O-:16])=[O:15])[CH:4]=1.[CH3:17][NH2:18]. The catalyst is ClCCl.O. The product is [CH3:17][N:18]1[C:9](=[O:11])[CH2:8][N:7]2[N:6]=[C:5]([N+:14]([O-:16])=[O:15])[CH:4]=[C:3]2[CH2:2]1. The yield is 0.570.